This data is from Forward reaction prediction with 1.9M reactions from USPTO patents (1976-2016). The task is: Predict the product of the given reaction. (1) Given the reactants [N+:1]([C:4]1[CH:9]=[C:8]([N+:10]([O-:12])=[O:11])[CH:7]=[CH:6][C:5]=1[O:13]N)([O-:3])=[O:2].CC1OCCC1.[N:21]1[CH:26]=[CH:25][C:24]([NH:27][C:28](=[O:34])[O:29][C:30]([CH3:33])([CH3:32])[CH3:31])=[CH:23][CH:22]=1, predict the reaction product. The product is: [N+:1]([C:4]1[CH:9]=[C:8]([N+:10]([O-:12])=[O:11])[CH:7]=[CH:6][C:5]=1[O-:13])([O-:3])=[O:2].[NH2:1][N+:21]1[CH:22]=[CH:23][C:24]([NH:27][C:28]([O:29][C:30]([CH3:31])([CH3:33])[CH3:32])=[O:34])=[CH:25][CH:26]=1. (2) The product is: [Cl:1][C:2]1[CH:3]=[C:4]2[C:8](=[CH:9][CH:10]=1)[NH:7][C:6]([NH:11][C:24]([CH:21]1[CH2:23][CH2:22]1)=[O:25])=[C:5]2[S:12]([C:15]1[CH:20]=[CH:19][CH:18]=[CH:17][CH:16]=1)(=[O:14])=[O:13]. Given the reactants [Cl:1][C:2]1[CH:3]=[C:4]2[C:8](=[CH:9][CH:10]=1)[NH:7][C:6]([NH2:11])=[C:5]2[S:12]([C:15]1[CH:20]=[CH:19][CH:18]=[CH:17][CH:16]=1)(=[O:14])=[O:13].[CH:21]1([C:24](Cl)=[O:25])[CH2:23][CH2:22]1.N1C=CC=CC=1, predict the reaction product. (3) Given the reactants S(=O)(=O)=O.N1C=CC=CC=1.[C:11]([O:15][C:16]([N:18]1[C@@H:22]([CH2:23][OH:24])[CH2:21][O:20][C:19]1([CH3:26])[CH3:25])=[O:17])([CH3:14])([CH3:13])[CH3:12].O, predict the reaction product. The product is: [C:11]([O:15][C:16]([N:18]1[C@H:22]([CH:23]=[O:24])[CH2:21][O:20][C:19]1([CH3:26])[CH3:25])=[O:17])([CH3:14])([CH3:13])[CH3:12]. (4) Given the reactants [NH2:1][C:2]1[C:15]2[C:14](=[O:16])[C:13]([C:17]#[N:18])=[CH:12][N:7]3[C@@H:8]([CH3:11])[CH2:9][O:10][C:5]([C:6]=23)=[C:4](F)[C:3]=1[F:20].[N:21]1[CH:26]=[CH:25][CH:24]=[CH:23][C:22]=1[C@@H:27]1[CH2:31][CH2:30][C@H:29]([NH2:32])[CH2:28]1.C(N(CC)CC)C, predict the reaction product. The product is: [NH2:1][C:2]1[C:15]2[C:14](=[O:16])[C:13]([C:17]#[N:18])=[CH:12][N:7]3[C@@H:8]([CH3:11])[CH2:9][O:10][C:5]([C:6]=23)=[C:4]([NH:32][C@H:29]2[CH2:30][CH2:31][C@@H:27]([C:22]3[CH:23]=[CH:24][CH:25]=[CH:26][N:21]=3)[CH2:28]2)[C:3]=1[F:20]. (5) Given the reactants [Cl:1][C:2]1[C:7]([C:8]2[CH:9]=[N:10][CH:11]=[C:12]([CH:18]=2)[C:13]([N:15]([CH3:17])[CH3:16])=[O:14])=[CH:6][N:5]=[C:4]2[N:19]([CH2:23][O:24][CH2:25][CH2:26][Si:27]([CH3:30])([CH3:29])[CH3:28])[CH:20]=[C:21](I)[C:3]=12.[F:31][C:32]1[CH:37]=[CH:36][CH:35]=[CH:34][C:33]=1B(O)O, predict the reaction product. The product is: [Cl:1][C:2]1[C:7]([C:8]2[CH:9]=[N:10][CH:11]=[C:12]([CH:18]=2)[C:13]([N:15]([CH3:17])[CH3:16])=[O:14])=[CH:6][N:5]=[C:4]2[N:19]([CH2:23][O:24][CH2:25][CH2:26][Si:27]([CH3:30])([CH3:29])[CH3:28])[CH:20]=[C:21]([C:33]3[CH:34]=[CH:35][CH:36]=[CH:37][C:32]=3[F:31])[C:3]=12. (6) Given the reactants Br[C:2]1[CH:3]=[C:4]([CH:8]=[CH:9][CH:10]=1)[C:5]([NH2:7])=[O:6].C1(C)C=CC=CC=1.C([O-])([O-])=O.[Na+].[Na+].[CH3:24][O:25][C:26]1[CH:27]=[C:28](B(O)O)[CH:29]=[CH:30][CH:31]=1, predict the reaction product. The product is: [CH3:24][O:25][C:26]1[CH:31]=[C:30]([C:2]2[CH:10]=[CH:9][CH:8]=[C:4]([C:5]([NH2:7])=[O:6])[CH:3]=2)[CH:29]=[CH:28][CH:27]=1. (7) Given the reactants [C:1]([C:5]1[CH:9]=[C:8]([NH:10][C:11]([NH:13][C:14]2[C:23]3[C:18](=[CH:19][CH:20]=[CH:21][CH:22]=3)[C:17]([O:24][C:25]3[CH:30]=[CH:29][N:28]=[C:27](Cl)[N:26]=3)=[CH:16][CH:15]=2)=[O:12])[N:7]([C:32]2[CH:37]=[CH:36][CH:35]=[C:34]([P:38]([CH3:41])([CH3:40])=[O:39])[CH:33]=2)[N:6]=1)([CH3:4])([CH3:3])[CH3:2].C(OC(=O)[NH:48][C:49]1[C:53]2[CH:54]=[C:55]([NH2:58])[CH:56]=[CH:57][C:52]=2[O:51][N:50]=1)(C)(C)C.Cl.CC(O)C, predict the reaction product. The product is: [NH2:48][C:49]1[C:53]2[CH:54]=[C:55]([NH:58][C:27]3[N:26]=[C:25]([O:24][C:17]4[C:18]5[C:23](=[CH:22][CH:21]=[CH:20][CH:19]=5)[C:14]([NH:13][C:11]([NH:10][C:8]5[N:7]([C:32]6[CH:37]=[CH:36][CH:35]=[C:34]([P:38]([CH3:41])([CH3:40])=[O:39])[CH:33]=6)[N:6]=[C:5]([C:1]([CH3:4])([CH3:3])[CH3:2])[CH:9]=5)=[O:12])=[CH:15][CH:16]=4)[CH:30]=[CH:29][N:28]=3)[CH:56]=[CH:57][C:52]=2[O:51][N:50]=1.